This data is from Full USPTO retrosynthesis dataset with 1.9M reactions from patents (1976-2016). The task is: Predict the reactants needed to synthesize the given product. (1) Given the product [CH3:1][C:2]([CH3:24])([CH3:23])[CH2:3][CH2:4][C@:5]1([CH3:22])[C:14]2[C:9](=[CH:10][CH:11]=[CH:12][CH:13]=2)[C:8]([OH:15])=[C:7]([C:16]2[NH:25][C:26]3[CH:31]=[CH:30][C:29]([NH:32][C:33](=[O:39])[O:34][C:35]([CH3:37])([CH3:38])[CH3:36])=[CH:28][C:27]=3[S:40](=[O:41])(=[O:42])[N:43]=2)[C:6]1=[O:21], predict the reactants needed to synthesize it. The reactants are: [CH3:1][C:2]([CH3:24])([CH3:23])[CH2:3][CH2:4][C@:5]1([CH3:22])[C:14]2[C:9](=[CH:10][CH:11]=[CH:12][CH:13]=2)[C:8]([OH:15])=[C:7]([C:16](OCC)=O)[C:6]1=[O:21].[NH2:25][C:26]1[CH:31]=[CH:30][C:29]([NH:32][C:33](=[O:39])[O:34][C:35]([CH3:38])([CH3:37])[CH3:36])=[CH:28][C:27]=1[S:40]([NH2:43])(=[O:42])=[O:41].C(N(CC)CC)C. (2) Given the product [C:4]([NH:7][C:13]1[CH:14]=[C:9]([Cl:8])[N:10]=[C:11]([I:16])[N:12]=1)([CH3:6])([CH3:5])[CH3:3], predict the reactants needed to synthesize it. The reactants are: [H-].[Na+].[CH3:3][C:4]([NH2:7])([CH3:6])[CH3:5].[Cl:8][C:9]1[CH:14]=[C:13](Cl)[N:12]=[C:11]([I:16])[N:10]=1. (3) Given the product [C:22]1([S:19]([CH2:18][C:9]2[C:8]([N+:14]([O-:16])=[O:15])=[N:7][C:6]([CH:2]3[O:3][CH2:4][CH2:5][O:1]3)=[C:11]([O:12][CH3:13])[CH:10]=2)(=[O:21])=[O:20])[CH:27]=[CH:26][CH:25]=[CH:24][CH:23]=1, predict the reactants needed to synthesize it. The reactants are: [O:1]1[CH2:5][CH2:4][O:3][CH:2]1[C:6]1[C:11]([O:12][CH3:13])=[CH:10][CH:9]=[C:8]([N+:14]([O-:16])=[O:15])[N:7]=1.Cl[CH2:18][S:19]([C:22]1[CH:27]=[CH:26][CH:25]=[CH:24][CH:23]=1)(=[O:21])=[O:20].[K]. (4) Given the product [BrH:2].[O:17]([C:18]1[CH:23]=[CH:22][C:21]([NH:24][C:25]2[S:26][CH:3]=[C:4]([C:6]3[N:13]4[C:9]([S:10][CH:11]=[CH:12]4)=[N:8][C:7]=3[CH3:14])[N:27]=2)=[CH:20][CH:19]=1)[CH2:15][CH3:16], predict the reactants needed to synthesize it. The reactants are: Br.[Br:2][CH2:3][C:4]([C:6]1[N:13]2[C:9]([S:10][CH:11]=[CH:12]2)=[N:8][C:7]=1[CH3:14])=O.[CH2:15]([O:17][C:18]1[CH:23]=[CH:22][C:21]([NH:24][C:25]([NH2:27])=[S:26])=[CH:20][CH:19]=1)[CH3:16]. (5) Given the product [CH:25]([O:28][C:29]1[CH:35]=[C:34]([CH:36]2[CH2:37][CH2:38][N:39]([CH3:42])[CH2:40][CH2:41]2)[C:33]([CH3:43])=[CH:32][C:30]=1[NH:31][C:2]1[N:10]=[C:9]2[C:5]([N:6]([CH3:11])[CH:7]=[N:8]2)=[C:4]([NH:12][C:13]2[CH:18]=[CH:17][CH:16]=[CH:15][C:14]=2[S:19]([CH:22]([CH3:24])[CH3:23])(=[O:21])=[O:20])[N:3]=1)([CH3:27])[CH3:26], predict the reactants needed to synthesize it. The reactants are: Cl[C:2]1[N:10]=[C:9]2[C:5]([N:6]([CH3:11])[CH:7]=[N:8]2)=[C:4]([NH:12][C:13]2[CH:18]=[CH:17][CH:16]=[CH:15][C:14]=2[S:19]([CH:22]([CH3:24])[CH3:23])(=[O:21])=[O:20])[N:3]=1.[CH:25]([O:28][C:29]1[CH:35]=[C:34]([CH:36]2[CH2:41][CH2:40][N:39]([CH3:42])[CH2:38][CH2:37]2)[C:33]([CH3:43])=[CH:32][C:30]=1[NH2:31])([CH3:27])[CH3:26].CC1C=CC(S(O)(=O)=O)=CC=1. (6) Given the product [F:1][C:2]1[CH:3]=[CH:4][C:5]([C:11]([F:12])([F:13])[F:14])=[C:6]([CH:10]=1)[C:7]([O:9][CH3:16])=[O:8], predict the reactants needed to synthesize it. The reactants are: [F:1][C:2]1[CH:3]=[CH:4][C:5]([C:11]([F:14])([F:13])[F:12])=[C:6]([CH:10]=1)[C:7]([OH:9])=[O:8].[Si](C=[N+]=[N-])(C)(C)[CH3:16]. (7) Given the product [CH3:1][C:2]1([N:8]2[CH2:9][CH2:10][CH:11]([N:14]([C:15]3[CH:16]=[CH:17][CH:18]=[CH:19][CH:20]=3)[C:21]3[CH:26]=[CH:25][CH:24]=[CH:23][CH:22]=3)[CH2:12][CH2:13]2)[CH2:3][CH2:4][N:5]([S:36]([C:29]2[C:30]([CH3:35])=[CH:31][C:32]([CH3:34])=[CH:33][C:28]=2[CH3:27])(=[O:38])=[O:37])[CH2:6][CH2:7]1, predict the reactants needed to synthesize it. The reactants are: [CH3:1][C:2]1([N:8]2[CH2:13][CH2:12][CH:11]([N:14]([C:21]3[CH:26]=[CH:25][CH:24]=[CH:23][CH:22]=3)[C:15]3[CH:20]=[CH:19][CH:18]=[CH:17][CH:16]=3)[CH2:10][CH2:9]2)[CH2:7][CH2:6][NH:5][CH2:4][CH2:3]1.[CH3:27][C:28]1[CH:33]=[C:32]([CH3:34])[CH:31]=[C:30]([CH3:35])[C:29]=1[S:36](Cl)(=[O:38])=[O:37].C(N(C(C)C)CC)(C)C.